Dataset: NCI-60 drug combinations with 297,098 pairs across 59 cell lines. Task: Regression. Given two drug SMILES strings and cell line genomic features, predict the synergy score measuring deviation from expected non-interaction effect. (1) Drug 1: CC1OCC2C(O1)C(C(C(O2)OC3C4COC(=O)C4C(C5=CC6=C(C=C35)OCO6)C7=CC(=C(C(=C7)OC)O)OC)O)O. Drug 2: C1CC(=O)NC(=O)C1N2C(=O)C3=CC=CC=C3C2=O. Cell line: MDA-MB-231. Synergy scores: CSS=23.7, Synergy_ZIP=2.42, Synergy_Bliss=3.80, Synergy_Loewe=-0.477, Synergy_HSA=4.19. (2) Drug 1: C1CC(=O)NC(=O)C1N2C(=O)C3=CC=CC=C3C2=O. Drug 2: CCC1(C2=C(COC1=O)C(=O)N3CC4=CC5=C(C=CC(=C5CN(C)C)O)N=C4C3=C2)O.Cl. Cell line: LOX IMVI. Synergy scores: CSS=16.7, Synergy_ZIP=-12.5, Synergy_Bliss=-26.1, Synergy_Loewe=-44.6, Synergy_HSA=-23.2. (3) Synergy scores: CSS=46.7, Synergy_ZIP=-6.82, Synergy_Bliss=-4.43, Synergy_Loewe=-12.4, Synergy_HSA=-0.617. Cell line: UACC62. Drug 2: CC1CCCC2(C(O2)CC(NC(=O)CC(C(C(=O)C(C1O)C)(C)C)O)C(=CC3=CSC(=N3)C)C)C. Drug 1: C1=CN(C(=O)N=C1N)C2C(C(C(O2)CO)O)O.Cl. (4) Drug 1: CC1=C2C(C(=O)C3(C(CC4C(C3C(C(C2(C)C)(CC1OC(=O)C(C(C5=CC=CC=C5)NC(=O)OC(C)(C)C)O)O)OC(=O)C6=CC=CC=C6)(CO4)OC(=O)C)O)C)O. Drug 2: N.N.Cl[Pt+2]Cl. Cell line: OVCAR-8. Synergy scores: CSS=43.0, Synergy_ZIP=-13.1, Synergy_Bliss=-6.94, Synergy_Loewe=-2.12, Synergy_HSA=-0.577. (5) Drug 1: CN(C)C1=NC(=NC(=N1)N(C)C)N(C)C. Drug 2: N.N.Cl[Pt+2]Cl. Cell line: HOP-92. Synergy scores: CSS=3.41, Synergy_ZIP=3.04, Synergy_Bliss=4.57, Synergy_Loewe=4.14, Synergy_HSA=3.66. (6) Drug 1: CC(C1=C(C=CC(=C1Cl)F)Cl)OC2=C(N=CC(=C2)C3=CN(N=C3)C4CCNCC4)N. Drug 2: C1=NC2=C(N1)C(=S)N=CN2. Cell line: OVCAR-5. Synergy scores: CSS=6.45, Synergy_ZIP=-7.55, Synergy_Bliss=-10.4, Synergy_Loewe=-15.1, Synergy_HSA=-10.8. (7) Drug 1: CC1=CC=C(C=C1)C2=CC(=NN2C3=CC=C(C=C3)S(=O)(=O)N)C(F)(F)F. Drug 2: CCC(=C(C1=CC=CC=C1)C2=CC=C(C=C2)OCCN(C)C)C3=CC=CC=C3.C(C(=O)O)C(CC(=O)O)(C(=O)O)O. Cell line: HCT-15. Synergy scores: CSS=10.9, Synergy_ZIP=-1.06, Synergy_Bliss=1.80, Synergy_Loewe=2.24, Synergy_HSA=2.62. (8) Drug 1: CC1=C2C(C(=O)C3(C(CC4C(C3C(C(C2(C)C)(CC1OC(=O)C(C(C5=CC=CC=C5)NC(=O)C6=CC=CC=C6)O)O)OC(=O)C7=CC=CC=C7)(CO4)OC(=O)C)O)C)OC(=O)C. Drug 2: C1=NC2=C(N1)C(=S)N=CN2. Cell line: CAKI-1. Synergy scores: CSS=46.1, Synergy_ZIP=-5.69, Synergy_Bliss=-5.22, Synergy_Loewe=-9.19, Synergy_HSA=-1.32. (9) Drug 1: CCC1(CC2CC(C3=C(CCN(C2)C1)C4=CC=CC=C4N3)(C5=C(C=C6C(=C5)C78CCN9C7C(C=CC9)(C(C(C8N6C)(C(=O)OC)O)OC(=O)C)CC)OC)C(=O)OC)O.OS(=O)(=O)O. Drug 2: CN(CC1=CN=C2C(=N1)C(=NC(=N2)N)N)C3=CC=C(C=C3)C(=O)NC(CCC(=O)O)C(=O)O. Cell line: OVCAR3. Synergy scores: CSS=39.8, Synergy_ZIP=3.15, Synergy_Bliss=2.43, Synergy_Loewe=-1.45, Synergy_HSA=-0.174. (10) Drug 1: CN(C)C1=NC(=NC(=N1)N(C)C)N(C)C. Drug 2: CC1C(C(=O)NC(C(=O)N2CCCC2C(=O)N(CC(=O)N(C(C(=O)O1)C(C)C)C)C)C(C)C)NC(=O)C3=C4C(=C(C=C3)C)OC5=C(C(=O)C(=C(C5=N4)C(=O)NC6C(OC(=O)C(N(C(=O)CN(C(=O)C7CCCN7C(=O)C(NC6=O)C(C)C)C)C)C(C)C)C)N)C. Cell line: OVCAR-4. Synergy scores: CSS=3.54, Synergy_ZIP=8.66, Synergy_Bliss=8.75, Synergy_Loewe=6.28, Synergy_HSA=5.35.